Dataset: Catalyst prediction with 721,799 reactions and 888 catalyst types from USPTO. Task: Predict which catalyst facilitates the given reaction. (1) Reactant: Br[C:2]1[CH:3]=[C:4]([CH:13]=[CH:14][CH:15]=1)[O:5][CH:6]1[CH2:11][CH2:10][N:9]([CH3:12])[CH2:8][CH2:7]1.[B:16]1([B:16]2[O:20][C:19]([CH3:22])([CH3:21])[C:18]([CH3:24])([CH3:23])[O:17]2)[O:20][C:19]([CH3:22])([CH3:21])[C:18]([CH3:24])([CH3:23])[O:17]1.CC([O-])=O.[K+]. Product: [CH3:12][N:9]1[CH2:10][CH2:11][CH:6]([O:5][C:4]2[CH:13]=[CH:14][CH:15]=[C:2]([B:16]3[O:20][C:19]([CH3:22])([CH3:21])[C:18]([CH3:24])([CH3:23])[O:17]3)[CH:3]=2)[CH2:7][CH2:8]1. The catalyst class is: 3. (2) Reactant: [F:1][C:2]1[CH:7]=[CH:6][C:5]([C:8]2[C:12]([C:13]([O:15][CH2:16][CH3:17])=[O:14])=[CH:11][NH:10][N:9]=2)=[CH:4][CH:3]=1.[H-].[Na+].[CH3:20]I. Product: [F:1][C:2]1[CH:3]=[CH:4][C:5]([C:8]2[N:9]([CH3:20])[N:10]=[CH:11][C:12]=2[C:13]([O:15][CH2:16][CH3:17])=[O:14])=[CH:6][CH:7]=1. The catalyst class is: 1.